From a dataset of Reaction yield outcomes from USPTO patents with 853,638 reactions. Predict the reaction yield, written as a fraction of the theoretical maximum amount of product (1.0 means a 100% yield; for example, 0.34 means a 34% yield). (1) The reactants are [N:1]1[CH:6]=[CH:5][CH:4]=[C:3]([S:7]([OH:10])(=O)=[O:8])[CH:2]=1.P(Cl)(Cl)(Cl)(Cl)[Cl:12].P(Cl)(Cl)([Cl:19])=O.Cl. The catalyst is C(Cl)(Cl)Cl. The product is [ClH:12].[N:1]1[CH:6]=[CH:5][CH:4]=[C:3]([S:7]([Cl:19])(=[O:10])=[O:8])[CH:2]=1. The yield is 0.810. (2) The reactants are C([O:3][C:4](=O)[CH2:5][C:6]1[N:7]=[C:8]([NH:11][C:12](=[O:30])[CH:13]([C:20]2[CH:25]=[CH:24][C:23]([S:26]([CH3:29])(=[O:28])=[O:27])=[CH:22][CH:21]=2)[CH2:14][CH:15]2[CH2:19][CH2:18][CH2:17][CH2:16]2)[S:9][CH:10]=1)C.[H-].[Al+3].[Li+].[H-].[H-].[H-]. The catalyst is C(OCC)C. The product is [CH:15]1([CH2:14][CH:13]([C:20]2[CH:25]=[CH:24][C:23]([S:26]([CH3:29])(=[O:28])=[O:27])=[CH:22][CH:21]=2)[C:12]([NH:11][C:8]2[S:9][CH:10]=[C:6]([CH2:5][CH2:4][OH:3])[N:7]=2)=[O:30])[CH2:16][CH2:17][CH2:18][CH2:19]1. The yield is 0.180. (3) The reactants are [CH3:1][N:2]1[CH2:6][CH2:5][CH2:4][C@H:3]1[C:7]1[N:11]2[CH:12]=[C:13]([O:16][C@H:17]3[C:26]4[C:21](=[CH:22][CH:23]=[CH:24][CH:25]=4)[C@@H:20]([NH2:27])[CH2:19][CH2:18]3)[CH:14]=[CH:15][C:10]2=[N:9][N:8]=1.ClC(Cl)(Cl)C[O:31][C:32](=[O:51])[NH:33][C:34]1[CH:39]=[C:38]([C:40]([CH3:43])([CH3:42])[CH3:41])[CH:37]=[C:36]([NH:44][S:45]([CH3:48])(=[O:47])=[O:46])[C:35]=1[O:49][CH3:50].CCN(C(C)C)C(C)C. The catalyst is O1CCOCC1. The product is [CH:32]([OH:51])=[O:31].[C:40]([C:38]1[CH:39]=[C:34]([NH:33][C:32]([NH:27][C@@H:20]2[C:21]3[C:26](=[CH:25][CH:24]=[CH:23][CH:22]=3)[C@H:17]([O:16][C:13]3[CH:14]=[CH:15][C:10]4[N:11]([C:7]([C@@H:3]5[CH2:4][CH2:5][CH2:6][N:2]5[CH3:1])=[N:8][N:9]=4)[CH:12]=3)[CH2:18][CH2:19]2)=[O:31])[C:35]([O:49][CH3:50])=[C:36]([NH:44][S:45]([CH3:48])(=[O:46])=[O:47])[CH:37]=1)([CH3:43])([CH3:41])[CH3:42]. The yield is 0.400. (4) The reactants are [Br:1][C:2]1[CH:3]=[C:4]2[C:12](=[CH:13][CH:14]=1)[NH:11][C:10]1[CH:9]([NH:15][C:16]3[N:21]=[CH:20][CH:19]=[CH:18][N:17]=3)[CH2:8][CH2:7][CH2:6][C:5]2=1.[ClH:22]. The catalyst is C(OCC)C. The product is [ClH:22].[Br:1][C:2]1[CH:3]=[C:4]2[C:12](=[CH:13][CH:14]=1)[NH:11][C:10]1[CH:9]([NH:15][C:16]3[N:21]=[CH:20][CH:19]=[CH:18][N:17]=3)[CH2:8][CH2:7][CH2:6][C:5]2=1. The yield is 0.260. (5) The reactants are [CH3:1][C:2]1[S:3][C:4]([NH:14][C:15]([C:17]2[CH:18]=[N:19][N:20]3[CH:25]=[CH:24][C:23](Cl)=[N:22][C:21]=23)=[O:16])=[C:5]([C:7]2[CH:12]=[CH:11][CH:10]=[CH:9][C:8]=2[CH3:13])[N:6]=1.[NH3:27]. The catalyst is CC(O)C. The product is [CH3:1][C:2]1[S:3][C:4]([NH:14][C:15]([C:17]2[CH:18]=[N:19][N:20]3[CH:25]=[CH:24][C:23]([NH2:27])=[N:22][C:21]=23)=[O:16])=[C:5]([C:7]2[CH:12]=[CH:11][CH:10]=[CH:9][C:8]=2[CH3:13])[N:6]=1. The yield is 0.160. (6) The reactants are [C:1]1([OH:7])[CH:6]=[CH:5][CH:4]=[CH:3][CH:2]=1.C(CC(=O)C)(=O)C.Br[C:16]1[CH:17]=[C:18]2[C:23](=[CH:24][CH:25]=1)[C:21](=[O:22])[O:20][CH2:19]2.C(=O)([O-])[O-].[K+].[K+]. The catalyst is [Cu](Br)Br.O.CN(C=O)C. The product is [O:7]([C:16]1[CH:17]=[C:18]2[C:23](=[CH:24][CH:25]=1)[C:21](=[O:22])[O:20][CH2:19]2)[C:1]1[CH:6]=[CH:5][CH:4]=[CH:3][CH:2]=1. The yield is 0.720. (7) The reactants are [Br:1][C:2]1[CH:7]=[CH:6][C:5]([CH2:8]O)=[C:4]([CH3:10])[CH:3]=1.C(Br)(Br)(Br)[Br:12].C1C=CC(P(C2C=CC=CC=2)C2C=CC=CC=2)=CC=1.C1(P(=O)(C2C=CC=CC=2)C2C=CC=CC=2)C=CC=CC=1. The catalyst is C(Cl)Cl.CCCCCC.CCOC(C)=O. The product is [Br:1][C:2]1[CH:7]=[CH:6][C:5]([CH2:8][Br:12])=[C:4]([CH3:10])[CH:3]=1. The yield is 0.970.